Dataset: Forward reaction prediction with 1.9M reactions from USPTO patents (1976-2016). Task: Predict the product of the given reaction. (1) Given the reactants C(NC(C)C)(C)C.C([Li])CCC.[C:13]1(=[O:19])[CH2:18][CH2:17][CH2:16][CH2:15][CH2:14]1.[CH2:20]([O:27][C:28]1[CH:33]=[C:32]([CH2:34]Br)[CH:31]=[CH:30][C:29]=1[N+:36]([O-:38])=[O:37])[C:21]1[CH:26]=[CH:25][CH:24]=[CH:23][CH:22]=1.C([O-])(O)=O.[Na+], predict the reaction product. The product is: [CH2:20]([O:27][C:28]1[CH:33]=[C:32]([CH:31]=[CH:30][C:29]=1[N+:36]([O-:38])=[O:37])[CH2:34][CH:14]1[CH2:15][CH2:16][CH2:17][CH2:18][C:13]1=[O:19])[C:21]1[CH:26]=[CH:25][CH:24]=[CH:23][CH:22]=1. (2) Given the reactants [CH3:1][S:2](Cl)(=[O:4])=[O:3].[C:6]([O:10][C:11](=[O:16])[NH:12][CH2:13][CH2:14][OH:15])([CH3:9])([CH3:8])[CH3:7].C(N(CC)CC)C, predict the reaction product. The product is: [C:6]([O:10][C:11]([NH:12][CH2:13][CH2:14][O:15][S:2]([CH3:1])(=[O:4])=[O:3])=[O:16])([CH3:9])([CH3:7])[CH3:8].